From a dataset of Forward reaction prediction with 1.9M reactions from USPTO patents (1976-2016). Predict the product of the given reaction. (1) Given the reactants [CH3:1][O:2][CH2:3][O:4][C:5]1[C:14]2[C:13]([CH3:16])([CH3:15])[CH2:12][CH2:11][C:10]([CH3:18])([CH3:17])[C:9]=2[CH:8]=[CH:7][C:6]=1B(O)O.Br[C:23]1[CH:24]=[C:25]([CH:31]=[CH:32][CH:33]=1)[CH:26]=[CH:27][C:28]([OH:30])=[O:29], predict the reaction product. The product is: [CH3:1][O:2][CH2:3][O:4][C:5]1[C:14]2[C:13]([CH3:16])([CH3:15])[CH2:12][CH2:11][C:10]([CH3:18])([CH3:17])[C:9]=2[CH:8]=[CH:7][C:6]=1[C:32]1[CH:31]=[C:25]([CH:26]=[CH:27][C:28]([OH:30])=[O:29])[CH:24]=[CH:23][CH:33]=1. (2) Given the reactants [CH3:1][Si:2]([N:5]=[C:6]=[O:7])([CH3:4])[CH3:3].[CH3:8][O:9][NH:10][CH2:11][CH2:12][CH2:13][CH2:14][N:15]1[C:27]2[C:26]3[CH:25]=[CH:24][CH:23]=[CH:22][C:21]=3[N:20]=[C:19]([NH2:28])[C:18]=2[N:17]=[C:16]1[CH3:29], predict the reaction product. The product is: [NH2:28][C:19]1[C:18]2[N:17]=[C:16]([CH3:29])[N:15]([CH2:14][CH2:13][CH2:12][CH2:11][N:10]([O:9][CH3:8])[C:6]([NH:5][Si:2]([CH3:4])([CH3:3])[CH3:1])=[O:7])[C:27]=2[C:26]2[CH:25]=[CH:24][CH:23]=[CH:22][C:21]=2[N:20]=1. (3) Given the reactants [CH:1]1([N:4]2[CH2:9][C:8]3([CH2:14][CH2:13][N:12](C(OC(C)(C)C)=O)[CH2:11][CH2:10]3)[O:7][CH2:6][C:5]2=[O:22])[CH2:3][CH2:2]1.[ClH:23], predict the reaction product. The product is: [ClH:23].[CH:1]1([N:4]2[CH2:9][C:8]3([CH2:10][CH2:11][NH:12][CH2:13][CH2:14]3)[O:7][CH2:6][C:5]2=[O:22])[CH2:3][CH2:2]1. (4) Given the reactants [Cl:1][C:2]1[C:3]([F:31])=[C:4]([CH:8]2[C:12]([C:15]3[CH:20]=[CH:19][C:18]([Cl:21])=[CH:17][C:16]=3[F:22])([C:13]#[N:14])[CH:11]([CH2:23][C:24]([CH3:27])([CH3:26])[CH3:25])[NH:10][CH:9]2[C:28]([OH:30])=O)[CH:5]=[CH:6][CH:7]=1.CN(C(ON1N=NC2C=CC=NC1=2)=[N+](C)C)C.F[P-](F)(F)(F)(F)F.CCN(C(C)C)C(C)C.[NH2:65][C:66]1[CH:67]=[C:68]([CH:71]=[CH:72][CH:73]=1)[CH2:69][OH:70], predict the reaction product. The product is: [OH:70][CH2:69][C:68]1[CH:67]=[C:66]([NH:65][C:28]([CH:9]2[CH:8]([C:4]3[CH:5]=[CH:6][CH:7]=[C:2]([Cl:1])[C:3]=3[F:31])[C:12]([C:15]3[CH:20]=[CH:19][C:18]([Cl:21])=[CH:17][C:16]=3[F:22])([C:13]#[N:14])[CH:11]([CH2:23][C:24]([CH3:26])([CH3:25])[CH3:27])[NH:10]2)=[O:30])[CH:73]=[CH:72][CH:71]=1.